From a dataset of Catalyst prediction with 721,799 reactions and 888 catalyst types from USPTO. Predict which catalyst facilitates the given reaction. (1) The catalyst class is: 697. Reactant: C([Si](C)(C)[O:6][CH2:7][CH2:8][NH:9][C:10]1[CH:15]=[C:14]([CH:16]([OH:39])[C:17]2[C:22]([NH:23][S:24]([C:27]3[CH:32]=[CH:31][C:30](C)=[C:29]([C:34]([F:37])([F:36])[F:35])[CH:28]=3)(=[O:26])=[O:25])=[CH:21][C:20]([Cl:38])=[CH:19][N:18]=2)[CH:13]=[CH:12][N:11]=1)(C)(C)C.O1CCOC[CH2:43]1. Product: [Cl:38][C:20]1[CH:21]=[C:22]([NH:23][S:24]([C:27]2[CH:32]=[CH:31][CH:30]=[C:29]([C:34]([F:37])([F:36])[F:35])[C:28]=2[CH3:43])(=[O:26])=[O:25])[C:17]([C:16]([C:14]2[CH:13]=[CH:12][N:11]=[C:10]([NH:9][CH2:8][CH2:7][OH:6])[CH:15]=2)=[O:39])=[N:18][CH:19]=1. (2) Reactant: [CH2:1]([O:3][C:4](=[O:20])[C:5](=[O:19])[CH2:6][C:7]([C:10]1[CH:15]=[CH:14][C:13]([CH3:16])=[CH:12][C:11]=1[O:17][CH3:18])([CH3:9])[CH3:8])[CH3:2].[F:21][C:22]([Si](C)(C)C)([F:24])[F:23].[F-].C([N+](CCCC)(CCCC)CCCC)CCC. Product: [CH2:1]([O:3][C:4](=[O:20])[C:5]([OH:19])([C:22]([F:24])([F:23])[F:21])[CH2:6][C:7]([C:10]1[CH:15]=[CH:14][C:13]([CH3:16])=[CH:12][C:11]=1[O:17][CH3:18])([CH3:9])[CH3:8])[CH3:2]. The catalyst class is: 1. (3) Reactant: [Cl:1][C:2]1[CH:7]=[CH:6][C:5]([C@@H:8]2[CH2:12][CH2:11][CH2:10][C@@H:9]2[S:13][CH3:14])=[CH:4][N:3]=1.[N:15]#[C:16][NH2:17].C(O)(=O)C.C(O)(=O)C.IC1C=CC=CC=1.CO. Product: [Cl:1][C:2]1[N:3]=[CH:4][C:5]([C@H:8]2[CH2:12][CH2:11][CH2:10][C@H:9]2[S:13]([CH3:14])=[N:17][C:16]#[N:15])=[CH:6][CH:7]=1. The catalyst class is: 2. (4) Reactant: [C:1]([O:5][C:6]([NH:8][C:9]1[C:17]([F:18])=[CH:16][CH:15]=[CH:14][C:10]=1[C:11]([OH:13])=O)=[O:7])([CH3:4])([CH3:3])[CH3:2].[NH2:19][CH:20]1[CH2:25][CH2:24][N:23]([CH2:26][C:27]2[CH:32]=[CH:31][CH:30]=[CH:29][CH:28]=2)[CH2:22][CH2:21]1.ON1C2C=CC=CC=2N=N1.C(N(CC)CC)C.Cl.CN(C)CCCN=C=NCC. Product: [CH2:26]([N:23]1[CH2:24][CH2:25][CH:20]([NH:19][C:11]([C:10]2[CH:14]=[CH:15][CH:16]=[C:17]([F:18])[C:9]=2[NH:8][C:6](=[O:7])[O:5][C:1]([CH3:2])([CH3:3])[CH3:4])=[O:13])[CH2:21][CH2:22]1)[C:27]1[CH:28]=[CH:29][CH:30]=[CH:31][CH:32]=1. The catalyst class is: 13. (5) Reactant: [Cl:1][C:2]1[C:3]([F:11])=[C:4]([C:8](=O)[CH3:9])[CH:5]=[CH:6][CH:7]=1.[O:12]1[CH2:17][CH2:16][N:15]([S:18]([C:21]2[CH:22]=[C:23]([CH:28]=[CH:29][CH:30]=2)[C:24]([NH:26][NH2:27])=[O:25])(=[O:20])=[O:19])[CH2:14][CH2:13]1. Product: [Cl:1][C:2]1[C:3]([F:11])=[C:4](/[C:8](=[N:27]/[NH:26][C:24](=[O:25])[C:23]2[CH:28]=[CH:29][CH:30]=[C:21]([S:18]([N:15]3[CH2:16][CH2:17][O:12][CH2:13][CH2:14]3)(=[O:19])=[O:20])[CH:22]=2)/[CH3:9])[CH:5]=[CH:6][CH:7]=1. The catalyst class is: 130. (6) Reactant: [F:1][CH:2]([F:5])[CH2:3]Cl.[CH3:6][C:7]1[CH:14]=[CH:13][C:10]([CH2:11][NH2:12])=[CH:9][CH:8]=1. Product: [F:1][CH:2]([F:5])[CH2:3][NH:12][CH2:11][C:10]1[CH:13]=[CH:14][C:7]([CH3:6])=[CH:8][CH:9]=1. The catalyst class is: 6.